From a dataset of Catalyst prediction with 721,799 reactions and 888 catalyst types from USPTO. Predict which catalyst facilitates the given reaction. (1) Reactant: [Cl:1][C:2]1[CH:3]=[C:4]2[C:8](=[CH:9][CH:10]=1)[CH:7]([CH2:11]O)[CH2:6][CH2:5]2.C(Br)(Br)(Br)[Br:14]. Product: [Br:14][CH2:11][CH:7]1[C:8]2[C:4](=[CH:3][C:2]([Cl:1])=[CH:10][CH:9]=2)[CH2:5][CH2:6]1. The catalyst class is: 2. (2) Reactant: [F:1][C:2]1[CH:7]=[CH:6][C:5]([C:8]2[C:17]3[C:18](=[O:21])[O:19][CH2:20][C:16]=3[C:15]([OH:22])=[C:14]3[C:9]=2[CH:10]=[C:11]([O:25][CH3:26])[C:12]([O:23][CH3:24])=[CH:13]3)=[CH:4][CH:3]=1.IC.[C:29](=O)([O-])[O-].[K+].[K+].[Cl-].[NH4+]. Product: [F:1][C:2]1[CH:7]=[CH:6][C:5]([C:8]2[C:17]3[C:18](=[O:21])[O:19][CH2:20][C:16]=3[C:15]([O:22][CH3:29])=[C:14]3[C:9]=2[CH:10]=[C:11]([O:25][CH3:26])[C:12]([O:23][CH3:24])=[CH:13]3)=[CH:4][CH:3]=1. The catalyst class is: 9. (3) Reactant: Cl.[Cl:2][C:3]1[CH:8]=[CH:7][C:6]([C:9]2[S:10][C:11]([CH2:15][NH:16][C:17]([CH:19]3[CH2:24][CH2:23][CH2:22][NH:21][CH2:20]3)=[O:18])=[C:12]([CH3:14])[N:13]=2)=[CH:5][CH:4]=1.F[C:26]1[CH:35]=[CH:34][CH:33]=[CH:32][C:27]=1[C:28]([O:30][CH3:31])=[O:29].C(=O)([O-])[O-].[K+].[K+].O. Product: [Cl:2][C:3]1[CH:8]=[CH:7][C:6]([C:9]2[S:10][C:11]([CH2:15][NH:16][C:17]([CH:19]3[CH2:24][CH2:23][CH2:22][N:21]([C:26]4[CH:35]=[CH:34][CH:33]=[CH:32][C:27]=4[C:28]([O:30][CH3:31])=[O:29])[CH2:20]3)=[O:18])=[C:12]([CH3:14])[N:13]=2)=[CH:5][CH:4]=1. The catalyst class is: 16. (4) Reactant: [Cl:1][C:2]1[C:3]([OH:12])=[CH:4][C:5]2[O:9][CH2:8][C:7](=[O:10])[C:6]=2[CH:11]=1.[C:13]([O:17][C:18]([N:20]1[CH2:25][CH2:24][NH:23][CH2:22][CH2:21]1)=[O:19])([CH3:16])([CH3:15])[CH3:14].[CH2:26]=O. Product: [Cl:1][C:2]1[C:3]([OH:12])=[C:4]([CH2:26][CH:21]2[CH2:22][NH:23][CH2:24][CH2:25][N:20]2[C:18]([O:17][C:13]([CH3:16])([CH3:14])[CH3:15])=[O:19])[C:5]2[O:9][CH2:8][C:7](=[O:10])[C:6]=2[CH:11]=1. The catalyst class is: 8. (5) Reactant: [Cl:1][CH2:2][C:3]([OH:5])=O.C1CN([P+](ON2N=NC3C=CC=CC2=3)(N2CCCC2)N2CCCC2)CC1.F[P-](F)(F)(F)(F)F.CCN(C(C)C)C(C)C.[CH3:48][N:49]([CH3:53])[CH2:50][CH2:51][NH2:52]. Product: [Cl:1][CH2:2][C:3]([NH:52][CH2:51][CH2:50][N:49]([CH3:53])[CH3:48])=[O:5]. The catalyst class is: 2.